From a dataset of Forward reaction prediction with 1.9M reactions from USPTO patents (1976-2016). Predict the product of the given reaction. (1) Given the reactants [CH:1]([O:4][C:5]1[N:6]=[C:7]([C:10]2[CH:15]=[CH:14][C:13]([OH:16])=[C:12]([O:17][CH3:18])[CH:11]=2)[S:8][CH:9]=1)([CH3:3])[CH3:2].[CH2:19]([O:21][C:22](=[O:38])[CH2:23][N:24]1[C:32]2[C:27](=[CH:28][C:29]([O:33][CH2:34][CH2:35][CH2:36]Br)=[CH:30][CH:31]=2)[CH:26]=[CH:25]1)C.C(=O)([O-])[O-].[Cs+].[Cs+], predict the reaction product. The product is: [CH3:19][O:21][C:22](=[O:38])[CH2:23][N:24]1[C:32]2[C:27](=[CH:28][C:29]([O:33][CH2:34][CH2:35][CH2:36][O:16][C:13]3[CH:14]=[CH:15][C:10]([C:7]4[S:8][CH:9]=[C:5]([O:4][CH:1]([CH3:3])[CH3:2])[N:6]=4)=[CH:11][C:12]=3[O:17][CH3:18])=[CH:30][CH:31]=2)[CH:26]=[CH:25]1. (2) Given the reactants Cl.[NH2:2][C@@H:3]1[C:17](=[O:18])[N:16]2[CH2:19][C@H:20]([O:22][C:23]3[C:32]4[C:27](=[C:28]([CH3:35])[C:29]([O:33][CH3:34])=[CH:30][CH:31]=4)[N:26]=[C:25]([C:36]4[S:37][CH:38]=[C:39]([CH:41]5[CH2:43][CH2:42]5)[N:40]=4)[CH:24]=3)[CH2:21][C@H:15]2[C:14](=[O:44])[NH:13][C@:12]2([C:46]([NH:48][S:49]([CH:52]3[CH2:54][CH2:53]3)(=[O:51])=[O:50])=[O:47])[CH2:45][C@H:11]2[CH:10]=[CH:9][CH2:8][CH2:7][CH2:6][CH2:5][CH2:4]1.[N:55]1([C:60](Cl)=[O:61])[CH2:59][CH2:58][CH2:57]C1.CCN(C(C)C)C(C)C.Cl.N1CCC1, predict the reaction product. The product is: [N:55]1([C:60]([NH:2][C@@H:3]2[C:17](=[O:18])[N:16]3[CH2:19][C@H:20]([O:22][C:23]4[C:32]5[C:27](=[C:28]([CH3:35])[C:29]([O:33][CH3:34])=[CH:30][CH:31]=5)[N:26]=[C:25]([C:36]5[S:37][CH:38]=[C:39]([CH:41]6[CH2:42][CH2:43]6)[N:40]=5)[CH:24]=4)[CH2:21][C@H:15]3[C:14](=[O:44])[NH:13][C@:12]3([C:46]([NH:48][S:49]([CH:52]4[CH2:54][CH2:53]4)(=[O:50])=[O:51])=[O:47])[CH2:45][C@H:11]3[CH:10]=[CH:9][CH2:8][CH2:7][CH2:6][CH2:5][CH2:4]2)=[O:61])[CH2:57][CH2:58][CH2:59]1.